Dataset: Reaction yield outcomes from USPTO patents with 853,638 reactions. Task: Predict the reaction yield, written as a fraction of the theoretical maximum amount of product (1.0 means a 100% yield; for example, 0.34 means a 34% yield). (1) The reactants are [Cl:1][C:2]1[CH:3]=[C:4]2[C:8](=[CH:9][CH:10]=1)[NH:7][CH:6]=[CH:5]2.C([BH3-])#N.[Na+].O.[OH-].[Na+]. The catalyst is C(O)(=O)C. The product is [Cl:1][C:2]1[CH:3]=[C:4]2[C:8](=[CH:9][CH:10]=1)[NH:7][CH2:6][CH2:5]2. The yield is 0.920. (2) The reactants are [OH:1][CH:2]([CH2:15][N:16]1[CH:20]=[CH:19][N:18]=[C:17]1[N+:21]([O-:23])=[O:22])[CH2:3][N:4]1C(=O)C2C(=CC=CC=2)C1=O.NN. The catalyst is C(O)C.O. The product is [NH2:4][CH2:3][CH:2]([OH:1])[CH2:15][N:16]1[CH:20]=[CH:19][N:18]=[C:17]1[N+:21]([O-:23])=[O:22]. The yield is 0.700. (3) The yield is 0.850. The catalyst is C(Cl)Cl.CO.C1COCC1. The product is [C:37]([O:40][C:41](=[O:42])[N:15]([CH:14]1[C:3]2[C:4]3[N:5]([C:6](=[O:12])[CH:7]=[N:8][C:9]=3[CH:10]=[CH:11][C:2]=2[F:1])[CH2:13]1)[CH2:16][CH2:17][CH2:18][C@H:19]1[O:23][C:22](=[O:24])[N:21]([C:25]2[CH:26]=[CH:27][C:28]3[S:29][CH2:30][C:31](=[O:35])[NH:32][C:33]=3[N:34]=2)[CH2:20]1)([CH3:39])([CH3:38])[CH3:36]. The reactants are [F:1][C:2]1[CH:11]=[CH:10][C:9]2[N:8]=[CH:7][C:6](=[O:12])[N:5]3[CH2:13][CH:14]([NH:15][CH2:16][CH2:17][CH2:18][C@H:19]4[O:23][C:22](=[O:24])[N:21]([C:25]5[CH:26]=[CH:27][C:28]6[S:29][CH2:30][C:31](=[O:35])[NH:32][C:33]=6[N:34]=5)[CH2:20]4)[C:3]=1[C:4]=23.[CH3:36][C:37]([O:40][C:41](O[C:41]([O:40][C:37]([CH3:39])([CH3:38])[CH3:36])=[O:42])=[O:42])([CH3:39])[CH3:38].